Predict the reaction yield, written as a fraction of the theoretical maximum amount of product (1.0 means a 100% yield; for example, 0.34 means a 34% yield). From a dataset of Reaction yield outcomes from USPTO patents with 853,638 reactions. (1) The product is [CH2:3]([O:10][C@H:11]([CH3:15])[C@@H:12]([CH3:13])[O:14][C:19]1[C:20]([I:24])=[CH:21][N:22]=[C:17]([Cl:16])[N:18]=1)[C:4]1[CH:9]=[CH:8][CH:7]=[CH:6][CH:5]=1. The reactants are [H-].[Na+].[CH2:3]([O:10][C@H:11]([CH3:15])[C@H:12]([OH:14])[CH3:13])[C:4]1[CH:9]=[CH:8][CH:7]=[CH:6][CH:5]=1.[Cl:16][C:17]1[N:22]=[C:21](Cl)[C:20]([I:24])=[CH:19][N:18]=1.[Cl-].[Na+]. The catalyst is C(OCC)C.CCCCCC.C(OCC)(=O)C. The yield is 0.410. (2) The reactants are [CH3:1][O:2][C:3]1[CH:8]=[CH:7][C:6](B(O)O)=[CH:5][N:4]=1.[NH2:12][C:13]1[N:14]=[C:15]([N:24]2[CH2:29][CH2:28][N:27]([C:30](=[O:40])[CH2:31][O:32][C:33]3[CH:38]=[CH:37][C:36]([Cl:39])=[CH:35][CH:34]=3)[CH2:26][CH2:25]2)[C:16]2[N:22]=[C:21](Cl)[CH:20]=[CH:19][C:17]=2[N:18]=1. No catalyst specified. The product is [NH2:12][C:13]1[N:14]=[C:15]([N:24]2[CH2:25][CH2:26][N:27]([C:30](=[O:40])[CH2:31][O:32][C:33]3[CH:38]=[CH:37][C:36]([Cl:39])=[CH:35][CH:34]=3)[CH2:28][CH2:29]2)[C:16]2[N:22]=[C:21]([C:6]3[CH:7]=[CH:8][C:3]([O:2][CH3:1])=[N:4][CH:5]=3)[CH:20]=[CH:19][C:17]=2[N:18]=1. The yield is 0.860.